From a dataset of Reaction yield outcomes from USPTO patents with 853,638 reactions. Predict the reaction yield, written as a fraction of the theoretical maximum amount of product (1.0 means a 100% yield; for example, 0.34 means a 34% yield). (1) The reactants are [CH2:1]([C@H:8]1[CH2:12][O:11][C:10](=[O:13])[N:9]1[C:14](=[O:24])[CH2:15][C:16]1[CH:21]=[CH:20][C:19]([Br:22])=[CH:18][C:17]=1[F:23])[C:2]1[CH:7]=[CH:6][CH:5]=[CH:4][CH:3]=1.CI.[CH3:27][Si]([N-][Si](C)(C)C)(C)C.[Na+]. The catalyst is C1COCC1.S(=O)(=O)(O)[O-].[Na+]. The product is [CH2:1]([C@H:8]1[CH2:12][O:11][C:10](=[O:13])[N:9]1[C:14](=[O:24])[C@H:15]([C:16]1[CH:21]=[CH:20][C:19]([Br:22])=[CH:18][C:17]=1[F:23])[CH3:27])[C:2]1[CH:3]=[CH:4][CH:5]=[CH:6][CH:7]=1. The yield is 0.450. (2) The reactants are [CH3:1][O:2][C:3](=[O:16])[C:4]1[CH:9]=[CH:8][C:7]([CH2:10][F:11])=[CH:6][C:5]=1[NH:12]C(=O)C.S(=O)(=O)(O)O. The catalyst is CO. The product is [CH3:1][O:2][C:3](=[O:16])[C:4]1[CH:9]=[CH:8][C:7]([CH2:10][F:11])=[CH:6][C:5]=1[NH2:12]. The yield is 1.00. (3) The reactants are O[CH:2]=[C:3]1[C:11]2[C:6](=[CH:7][C:8]([C:12]([C:14]3[CH:15]=[C:16]([NH:20][C:21]([C:23]4[C:27]([Cl:28])=[CH:26][N:25]([CH2:29][CH3:30])[N:24]=4)=[O:22])[CH:17]=[CH:18][CH:19]=3)=[O:13])=[CH:9][CH:10]=2)[NH:5][C:4]1=[O:31].[CH3:32][N:33]1[CH2:38][CH2:37][N:36]([C:39]2[CH:44]=[CH:43][C:42]([NH2:45])=[CH:41][CH:40]=2)[CH2:35][CH2:34]1. The catalyst is C1COCC1. The product is [CH3:32][N:33]1[CH2:34][CH2:35][N:36]([C:39]2[CH:44]=[CH:43][C:42]([NH:45][CH:2]=[C:3]3[C:11]4[C:6](=[CH:7][C:8]([C:12]([C:14]5[CH:15]=[C:16]([NH:20][C:21]([C:23]6[C:27]([Cl:28])=[CH:26][N:25]([CH2:29][CH3:30])[N:24]=6)=[O:22])[CH:17]=[CH:18][CH:19]=5)=[O:13])=[CH:9][CH:10]=4)[NH:5][C:4]3=[O:31])=[CH:41][CH:40]=2)[CH2:37][CH2:38]1. The yield is 0.430. (4) The reactants are [Cl:1][C:2]1[CH:3]=[C:4]2[C:8](=[CH:9][CH:10]=1)[N:7]([C:11]1[N:15]([CH3:16])[N:14]=[C:13]([CH3:17])[C:12]=1/[CH:18]=[CH:19]/[C:20]#[N:21])[CH:6]=[CH:5]2.[Cl-].[OH:23][NH3+:24].C(N(CC)CC)C.O. The catalyst is CS(C)=O. The product is [Cl:1][C:2]1[CH:3]=[C:4]2[C:8](=[CH:9][CH:10]=1)[N:7]([C:11]1[N:15]([CH3:16])[N:14]=[C:13]([CH3:17])[C:12]=1/[CH:18]=[CH:19]/[C:20](=[N:24]/[OH:23])/[NH2:21])[CH:6]=[CH:5]2. The yield is 0.440. (5) The reactants are Cl[C:2]1[C:3]([CH3:22])=[N:4][C:5]2[C:10]([N:11]=1)=[C:9]([C:12]1[NH:20][C:19]3[CH2:18][CH2:17][NH:16][C:15](=[O:21])[C:14]=3[CH:13]=1)[CH:8]=[CH:7][CH:6]=2.Cl.[F:24][C:25]([F:30])([F:29])[C@@H:26]([NH2:28])[CH3:27].[O-]P([O-])([O-])=O.[K+].[K+].[K+].C(#N)C.[OH2:42]. No catalyst specified. The product is [C:26]([OH:21])([C:25]([F:30])([F:29])[F:24])=[O:42].[CH3:22][C:3]1[C:2]([NH:28][C@@H:26]([CH3:27])[C:25]([F:30])([F:29])[F:24])=[N:11][C:10]2[C:5](=[CH:6][CH:7]=[CH:8][C:9]=2[C:12]2[NH:20][C:19]3[CH2:18][CH2:17][NH:16][C:15](=[O:21])[C:14]=3[CH:13]=2)[N:4]=1. The yield is 0.00100. (6) The reactants are [F:1][C:2]1[CH:3]=[C:4]([NH:14][C:15]([N:17]2[CH2:22][CH2:21][N:20]([C:23](=[O:31])[C:24]3[CH:29]=[CH:28][CH:27]=[C:26]([F:30])[CH:25]=3)[CH2:19][CH2:18]2)=[O:16])[CH:5]=[CH:6][C:7]=1[N:8]1[CH2:13][CH2:12][NH:11][CH2:10][CH2:9]1.Cl[C:33]([O:35][CH:36]([CH3:38])[CH3:37])=[O:34]. The catalyst is C1(C)C=CC=CC=1. The product is [CH:36]([O:35][C:33]([N:11]1[CH2:10][CH2:9][N:8]([C:7]2[CH:6]=[CH:5][C:4]([NH:14][C:15]([N:17]3[CH2:18][CH2:19][N:20]([C:23](=[O:31])[C:24]4[CH:29]=[CH:28][CH:27]=[C:26]([F:30])[CH:25]=4)[CH2:21][CH2:22]3)=[O:16])=[CH:3][C:2]=2[F:1])[CH2:13][CH2:12]1)=[O:34])([CH3:38])[CH3:37]. The yield is 0.910. (7) The reactants are [Cl-].O[NH3+:3].[C:4](=[O:7])([O-])[OH:5].[Na+].CS(C)=O.[CH2:13]([C:15]1[S:51][C:18]2[N:19]([CH2:36][C:37]3[CH:42]=[CH:41][C:40]([C:43]4[C:44]([C:49]#[N:50])=[CH:45][CH:46]=[CH:47][CH:48]=4)=[CH:39][CH:38]=3)[C:20](=[O:35])[N:21]([CH2:24][C:25]([C:27]3[CH:32]=[CH:31][CH:30]=[CH:29][C:28]=3[O:33][CH3:34])=[O:26])[C:22](=[O:23])[C:17]=2[CH:16]=1)[CH3:14]. The catalyst is C(Cl)(Cl)Cl. The product is [CH2:13]([C:15]1[S:51][C:18]2[N:19]([CH2:36][C:37]3[CH:38]=[CH:39][C:40]([C:43]4[CH:48]=[CH:47][CH:46]=[CH:45][C:44]=4[C:49]4[NH:3][C:4](=[O:7])[O:5][N:50]=4)=[CH:41][CH:42]=3)[C:20](=[O:35])[N:21]([CH2:24][C:25]([C:27]3[CH:32]=[CH:31][CH:30]=[CH:29][C:28]=3[O:33][CH3:34])=[O:26])[C:22](=[O:23])[C:17]=2[CH:16]=1)[CH3:14]. The yield is 0.260. (8) The reactants are [NH2:1][C:2]1[S:3][C:4]2[CH:10]=[C:9]([S:11][C:12]([CH3:20])([CH3:19])[C:13]([NH:15][CH:16]([CH3:18])[CH3:17])=[O:14])[CH:8]=[CH:7][C:5]=2[N:6]=1.CO. The catalyst is C1COCC1. The product is [CH:16]([NH:15][CH2:13][C:12]([CH3:19])([S:11][C:9]1[CH:8]=[CH:7][C:5]2[N:6]=[C:2]([NH2:1])[S:3][C:4]=2[CH:10]=1)[CH3:20])([CH3:18])[CH3:17].[NH2:1][C:2]1[S:3][C:4]2[CH:10]=[C:9]([S:11][C:12]([CH3:19])([CH3:20])[C:13]([NH:15][CH:16]([CH3:17])[CH3:18])=[O:14])[CH:8]=[CH:7][C:5]=2[N:6]=1. The yield is 0.341. (9) The reactants are [C:1]([C:4]1[CH:5]=[C:6]2[C:18]([C:19]([NH:21][CH3:22])=[O:20])=[C:17]([C:23]3[CH:28]=[CH:27][C:26]([F:29])=[CH:25][CH:24]=3)[O:16][C:7]2=[N:8][C:9]=1[N:10]([CH3:15])[S:11]([CH3:14])(=[O:13])=[O:12])(=[O:3])[CH3:2].[BH4-]. The catalyst is O1CCCC1. The product is [F:29][C:26]1[CH:27]=[CH:28][C:23]([C:17]2[O:16][C:7]3=[N:8][C:9]([N:10]([CH3:15])[S:11]([CH3:14])(=[O:12])=[O:13])=[C:4]([CH:1]([OH:3])[CH3:2])[CH:5]=[C:6]3[C:18]=2[C:19]([NH:21][CH3:22])=[O:20])=[CH:24][CH:25]=1. The yield is 0.500. (10) The catalyst is CN(C=O)C. The product is [CH3:29][C:28]1([CH3:30])[C:25]([CH3:26])([CH3:27])[O:24][B:23]([C:20]2[CH:19]=[CH:18][C:17]([CH2:16][O:8][N:3]3[CH:4]=[CH:5][CH:6]=[CH:7][C:2]3=[O:1])=[CH:22][CH:21]=2)[O:31]1. The yield is 0.870. The reactants are [OH:1][C:2]1[CH:7]=[CH:6][CH:5]=[CH:4][N+:3]=1[O-:8].C([O-])([O-])=O.[K+].[K+].Br[CH2:16][C:17]1[CH:22]=[CH:21][C:20]([B:23]2[O:31][C:28]([CH3:30])([CH3:29])[C:25]([CH3:27])([CH3:26])[O:24]2)=[CH:19][CH:18]=1.